Dataset: Experimentally validated miRNA-target interactions with 360,000+ pairs, plus equal number of negative samples. Task: Binary Classification. Given a miRNA mature sequence and a target amino acid sequence, predict their likelihood of interaction. (1) The miRNA is hsa-miR-4651 with sequence CGGGGUGGGUGAGGUCGGGC. The protein sequence of the target gene is MGDEDEDEGCAVELQITEANLTGHEEKVSVENFALLKVLGTGAYGKVFLVRKTGGHDAGKLYAMKVLRKAALVQRAKTQEHTRTERSVLELVRQAPFLVTLHYAFQTDAKLHLILDYVSGGEMFTHLYQRQYFKEAEVRVYGGEIVLALEHLHKLGIIYRDLKLENVLLDSEGHIVLTDFGLSKEFLTEEKERTFSFCGTIEYMAPEIIRSKAGHGKAVDWWSLGILLFELLTGASPFTLEGERNTQAEVSRRILKCSPPFPLRIGPVAQDLLQRLLCKDPKKRLGAGPQGAQEVKSHPF.... Result: 0 (no interaction). (2) The miRNA is hsa-miR-570-3p with sequence CGAAAACAGCAAUUACCUUUGC. The protein sequence of the target gene is MPRIMIKGGVWRNTEDEILKAAVMKYGKNQWSRIASLLHRKSAKQCKARWYEWLDPSIKKTEWSREEEEKLLHLAKLMPTQWRTIAPIIGRTAAQCLEHYEFLLDKAAQRDNEEETTDDPRKLKPGEIDPNPETKPARPDPIDMDEDELEMLSEARARLANTQGKKAKRKAREKQLEEARRLAALQKRRELRAAGIEIQKKRKRKRGVDYNAEIPFEKKPALGFYDTSEENYQALDADFRKLRQQDLDGELRSEKEGRDRKKDKQHLKRKKESDLPSAILQTSGVSEFTKKRSKLVLPAP.... Result: 1 (interaction). (3) The miRNA is mmu-miR-3087-3p with sequence UAACUCACUGUCAUGUCCUCA. The protein sequence of the target gene is MLRRDPRKPLAILRHVGLLCATGPQRWRFQHSCAEEHSNCARHPLWTGPVSSAEGTRQSPINIQWKDSVYDPQLAPLRVSYDAASCRYLWNTGYFFQVEFDDSCEDSGISGGPLGNHYRLKQFHFHWGATDEWGSEHAVDGHTYPAELHLVHWNSTKYENYKKASVGENGLAVIGVFLKLGAHHQALQKLVDVLPEVRHKDTQVAMGPFDPSCLLPACRDYWTYPGSLTTPPLAESVTWIVQKTPVEVSPSQLSTFRTLLFSGRGEEEDVMVNNYRPLQPLRDRKLRSSFRLDRTKMRS. Result: 1 (interaction).